The task is: Predict which catalyst facilitates the given reaction.. This data is from Catalyst prediction with 721,799 reactions and 888 catalyst types from USPTO. (1) Reactant: [CH:1]([C:3]1[CH:4]=[C:5]([C:9]([OH:11])=[O:10])[N:6]([CH3:8])[CH:7]=1)=[O:2]. Product: [CH3:1][C:3]([O:10][C:9]([C:5]1[N:6]([CH3:8])[CH:7]=[C:3]([CH:1]=[O:2])[CH:4]=1)=[O:11])([CH3:4])[CH3:7]. The catalyst class is: 11. (2) The catalyst class is: 5. Reactant: [NH2:1][CH:2]1[CH2:14][O:13][C:12]2[CH:11]=[CH:10][C:9]3[CH2:8][NH:7][C:6](=[O:15])[C:5]=3[C:4]=2[CH2:3]1.[F:16][C:17]1[CH:18]=[C:19]2[C:27](=[CH:28][CH:29]=1)[NH:26][C:25]1[CH2:24][CH2:23][CH:22]([CH:30]=O)[CH2:21][C:20]2=1.C(O)(=O)C.[BH3-]C#N.[Na+]. Product: [F:16][C:17]1[CH:18]=[C:19]2[C:27](=[CH:28][CH:29]=1)[NH:26][C:25]1[CH2:24][CH2:23][CH:22]([CH2:30][NH:1][CH:2]3[CH2:14][O:13][C:12]4[CH:11]=[CH:10][C:9]5[CH2:8][NH:7][C:6](=[O:15])[C:5]=5[C:4]=4[CH2:3]3)[CH2:21][C:20]2=1.